The task is: Binary Classification. Given a T-cell receptor sequence (or CDR3 region) and an epitope sequence, predict whether binding occurs between them.. This data is from TCR-epitope binding with 47,182 pairs between 192 epitopes and 23,139 TCRs. (1) The epitope is ILHCANFNV. The TCR CDR3 sequence is CASSYSGTGTGTEAFF. Result: 1 (the TCR binds to the epitope). (2) The epitope is DPFRLLQNSQVFS. The TCR CDR3 sequence is CASSLELGGQFPWDSPLHF. Result: 0 (the TCR does not bind to the epitope). (3) The TCR CDR3 sequence is CAISGDQETQYF. The epitope is TVYDPLQPELDSFK. Result: 0 (the TCR does not bind to the epitope). (4) The TCR CDR3 sequence is CASSQRVGGEQYF. The epitope is FSKQLQQSM. Result: 1 (the TCR binds to the epitope). (5) The epitope is HTTDPSFLGRY. The TCR CDR3 sequence is CASSQGRRNGYTF. Result: 0 (the TCR does not bind to the epitope).